Dataset: Catalyst prediction with 721,799 reactions and 888 catalyst types from USPTO. Task: Predict which catalyst facilitates the given reaction. (1) Reactant: [C:1](Cl)([O:3][CH2:4][C:5]1[CH:10]=[CH:9][CH:8]=[CH:7][CH:6]=1)=[O:2].[CH2:12]([NH:15][CH:16]([CH3:21])[CH2:17][CH2:18][CH:19]=[CH2:20])[CH:13]=[CH2:14].C(N(CC)CC)C. Product: [CH2:4]([O:3][C:1](=[O:2])[N:15]([CH2:12][CH:13]=[CH2:14])[CH:16]([CH3:21])[CH2:17][CH2:18][CH:19]=[CH2:20])[C:5]1[CH:10]=[CH:9][CH:8]=[CH:7][CH:6]=1. The catalyst class is: 2. (2) Reactant: [Br:1][C:2]1[CH:7]=[CH:6][N:5]=[C:4]([NH:8][C:9](=[O:14])CC(=O)C)[CH:3]=1.[NH:15]1[CH2:19][CH2:18][CH2:17][CH2:16]1. Product: [Br:1][C:2]1[CH:7]=[CH:6][N:5]=[C:4]([NH:8][C:9]([N:15]2[CH2:19][CH2:18][CH2:17][CH2:16]2)=[O:14])[CH:3]=1. The catalyst class is: 11. (3) Reactant: [Na+].[CH:2]1([CH2:7][CH2:8][S:9]([O-:12])(=O)=[O:10])[CH2:6][CH2:5][CH2:4][CH2:3]1.S(Cl)([Cl:15])=O. Product: [CH:2]1([CH2:7][CH2:8][S:9]([Cl:15])(=[O:12])=[O:10])[CH2:6][CH2:5][CH2:4][CH2:3]1. The catalyst class is: 9. (4) Reactant: C(NC(C)C)(C)C.C([Li])CCC.[CH2:13]([C:16]1[CH:21]=[CH:20][C:19]([CH:22]2[CH2:27][CH2:26][C:25](=[O:28])[CH2:24][CH2:23]2)=[CH:18][CH:17]=1)[CH2:14][CH3:15].[F:29][C:30]([F:49])([F:48])[S:31](N(C1C=CC=CC=1)[S:31]([C:30]([F:49])([F:48])[F:29])(=[O:33])=[O:32])(=[O:33])=[O:32]. Product: [F:29][C:30]([F:49])([F:48])[S:31]([O:28][C:25]1[CH2:24][CH2:23][CH:22]([C:19]2[CH:20]=[CH:21][C:16]([CH2:13][CH2:14][CH3:15])=[CH:17][CH:18]=2)[CH2:27][CH:26]=1)(=[O:33])=[O:32]. The catalyst class is: 1. (5) Reactant: [Br:1][C:2]1[CH:3]=[C:4]([C:11]([O:13][CH2:14][CH3:15])=[O:12])[C:5]2[CH:10]=[N:9][NH:8][C:6]=2[N:7]=1.C([O-])([O-])=O.[K+].[K+].Br[CH:23]1[CH2:28][CH2:27][CH2:26][CH2:25][CH2:24]1. Product: [Br:1][C:2]1[CH:3]=[C:4]([C:11]([O:13][CH2:14][CH3:15])=[O:12])[C:5]2[CH:10]=[N:9][N:8]([CH:23]3[CH2:28][CH2:27][CH2:26][CH2:25][CH2:24]3)[C:6]=2[N:7]=1. The catalyst class is: 10. (6) Reactant: [Cl:1][C:2]1[CH:3]=[CH:4][C:5]([CH3:11])=[C:6]([CH:10]=1)[C:7]([OH:9])=[O:8].[Br:12]Br.S([O-])([O-])(=O)=S.[Na+].[Na+]. Product: [Br:12][C:4]1[C:5]([CH3:11])=[C:6]([CH:10]=[C:2]([Cl:1])[CH:3]=1)[C:7]([OH:9])=[O:8]. The catalyst class is: 693. (7) Reactant: [CH:1]1[CH:6]=[CH:5][CH:4]=[CH:3][CH:2]=1. Product: [CH:1]1[CH:6]=[CH:5][CH:4]=[CH:3][CH:2]=1.[CH2:1]1[CH2:6][CH2:5][CH2:4][CH2:3][CH2:2]1. The catalyst class is: 244.